This data is from Reaction yield outcomes from USPTO patents with 853,638 reactions. The task is: Predict the reaction yield, written as a fraction of the theoretical maximum amount of product (1.0 means a 100% yield; for example, 0.34 means a 34% yield). (1) The reactants are [OH:1][C:2]1[C:7]([C:8]2[CH:13]=[CH:12][C:11]([C:14]([F:17])([F:16])[F:15])=[CH:10][CH:9]=2)=[CH:6][C:5]([C:18]([OH:20])=[O:19])=[CH:4][CH:3]=1.[Br:21][CH2:22][CH2:23][CH2:24]Br.[C:26](=O)([O-])[O-].[K+].[K+]. The catalyst is CC(C)=O. The product is [CH3:26][O:19][C:18]([C:5]1[CH:6]=[C:7]([C:8]2[CH:9]=[CH:10][C:11]([C:14]([F:15])([F:16])[F:17])=[CH:12][CH:13]=2)[C:2]([O:1][CH2:24][CH2:23][CH2:22][Br:21])=[CH:3][CH:4]=1)=[O:20]. The yield is 0.730. (2) The reactants are [Br:1][C:2]1[CH:11]=[CH:10][C:5]([C:6]([O:8]C)=[O:7])=[C:4]([CH3:12])[C:3]=1[O:13][CH3:14].Cl. The catalyst is [OH-].[Na+]. The product is [Br:1][C:2]1[CH:11]=[CH:10][C:5]([C:6]([OH:8])=[O:7])=[C:4]([CH3:12])[C:3]=1[O:13][CH3:14]. The yield is 0.940. (3) The product is [CH2:1]([O:8][C:9]1[C:14](=[O:15])[NH:13][C:12]([O:16][CH3:17])=[N:11][C:10]=1[C:18]([OH:20])=[O:19])[C:2]1[CH:3]=[CH:4][CH:5]=[CH:6][CH:7]=1. The reactants are [CH2:1]([O:8][C:9]1[C:14](=[O:15])[NH:13][C:12]([O:16][CH3:17])=[N:11][C:10]=1[C:18]([O:20]C(C)(C)C)=[O:19])[C:2]1[CH:7]=[CH:6][CH:5]=[CH:4][CH:3]=1.[OH-].[Na+].Cl. The yield is 0.890. The catalyst is CO.C1COCC1.